From a dataset of Reaction yield outcomes from USPTO patents with 853,638 reactions. Predict the reaction yield, written as a fraction of the theoretical maximum amount of product (1.0 means a 100% yield; for example, 0.34 means a 34% yield). (1) The reactants are [OH-].[Na+].O.[CH3:4][O:5][C:6]1[CH:14]=[C:13]2[C:9]([C:10]([CH:15]([CH3:20])[C:16]([O:18]C)=[O:17])=[CH:11][CH2:12]2)=[CH:8][CH:7]=1.C1COCC1. The catalyst is CO. The product is [CH3:4][O:5][C:6]1[CH:14]=[C:13]2[C:9]([C:10]([CH:15]([CH3:20])[C:16]([OH:18])=[O:17])=[CH:11][CH2:12]2)=[CH:8][CH:7]=1. The yield is 0.900. (2) The reactants are [Cl:1][C:2]1[CH:3]=[C:4]([C:24]#[C:25][CH3:26])[CH:5]=[C:6]2[C:10]=1[C:9](=[O:11])[N:8]([CH2:12][C:13]1[CH:18]=[CH:17][C:16]([O:19][C:20]([F:23])([F:22])[F:21])=[CH:15][CH:14]=1)[CH2:7]2.[H][H].CCCCCC.C(OCC)(=O)C. The catalyst is [Pd].C(O)C. The product is [Cl:1][C:2]1[CH:3]=[C:4]([CH2:24][CH2:25][CH3:26])[CH:5]=[C:6]2[C:10]=1[C:9](=[O:11])[N:8]([CH2:12][C:13]1[CH:14]=[CH:15][C:16]([O:19][C:20]([F:23])([F:21])[F:22])=[CH:17][CH:18]=1)[CH2:7]2. The yield is 0.690. (3) The reactants are [F:1][C:2]([F:17])([F:16])[C:3]1[CH:8]=[CH:7][C:6]([C:9]2([C:13](=[O:15])[CH3:14])[CH2:12][CH2:11][CH2:10]2)=[CH:5][CH:4]=1.C(O)(=O)C.[Br:22]Br.O. The catalyst is CO. The product is [Br:22][CH2:14][C:13]([C:9]1([C:6]2[CH:5]=[CH:4][C:3]([C:2]([F:16])([F:17])[F:1])=[CH:8][CH:7]=2)[CH2:10][CH2:11][CH2:12]1)=[O:15]. The yield is 0.800.